Task: Predict the reactants needed to synthesize the given product.. Dataset: Full USPTO retrosynthesis dataset with 1.9M reactions from patents (1976-2016) (1) The reactants are: C[O:2][C:3](=[O:35])[C@@H:4]([NH:24][C:25](=[O:34])[C:26]1[C:31]([Cl:32])=[CH:30][N:29]=[CH:28][C:27]=1[Cl:33])[CH2:5][C:6]1[CH:7]=[C:8]2[C:13](=[CH:14][CH:15]=1)[N:12]=[C:11]([C:16]1[C:21]([Cl:22])=[CH:20][CH:19]=[CH:18][C:17]=1[Cl:23])[CH:10]=[CH:9]2.[OH-].[Na+]. Given the product [Cl:33][C:27]1[CH:28]=[N:29][CH:30]=[C:31]([Cl:32])[C:26]=1[C:25]([NH:24][C@@H:4]([CH2:5][C:6]1[CH:7]=[C:8]2[C:13](=[CH:14][CH:15]=1)[N:12]=[C:11]([C:16]1[C:17]([Cl:23])=[CH:18][CH:19]=[CH:20][C:21]=1[Cl:22])[CH:10]=[CH:9]2)[C:3]([OH:35])=[O:2])=[O:34], predict the reactants needed to synthesize it. (2) Given the product [F:1][C:2]1[CH:7]=[C:6]([CH:8]=[CH:14][N:15]([CH3:17])[CH3:16])[CH:5]=[CH:4][C:3]=1[N+:9]([O-:11])=[O:10], predict the reactants needed to synthesize it. The reactants are: [F:1][C:2]1[CH:7]=[C:6]([CH3:8])[CH:5]=[CH:4][C:3]=1[N+:9]([O-:11])=[O:10].CO[CH:14](OC)[N:15]([CH3:17])[CH3:16]. (3) Given the product [C:20]1([C:26]2[C:19]3[C:10](=[CH:9][C:8]4[C:3]([CH:2]=3)=[CH:4][CH:5]=[CH:6][CH:7]=4)[CH:11]=[C:12]3[C:17]=2[CH:16]=[CH:15][CH:14]=[CH:13]3)[CH:25]=[CH:24][CH:23]=[CH:22][CH:21]=1, predict the reactants needed to synthesize it. The reactants are: Br[C:2]1[C:19]2[C:10](=[CH:11][C:12]3[C:17](C=2)=[CH:16][CH:15]=[CH:14][CH:13]=3)[CH:9]=[C:8]2[C:3]=1[CH:4]=[CH:5][CH:6]=[CH:7]2.[C:20]1([CH3:26])[CH:25]=[CH:24][CH:23]=[CH:22][CH:21]=1.C(=O)(O)[O-].[Na+].C1(B(O)O)C=CC=CC=1. (4) Given the product [I-:20].[N+:13]([C:16]1[CH:17]=[C:18]([CH:21]=[C:22]([N+:24]([O-:26])=[O:25])[CH:23]=1)[CH2:19][N+:3]1[C:4]2[C:9](=[CH:8][CH:7]=[CH:6][CH:5]=2)[C:10]([CH3:12])([CH3:11])[C:2]=1[CH3:1])([O-:15])=[O:14], predict the reactants needed to synthesize it. The reactants are: [CH3:1][C:2]1[C:10]([CH3:12])([CH3:11])[C:9]2[C:4](=[CH:5][CH:6]=[CH:7][CH:8]=2)[N:3]=1.[N+:13]([C:16]1[CH:17]=[C:18]([CH:21]=[C:22]([N+:24]([O-:26])=[O:25])[CH:23]=1)[CH2:19][I:20])([O-:15])=[O:14].C1C(Cl)=CC=C(Cl)C=1. (5) Given the product [C:1]([O:5][C:6](=[O:7])[NH:8][C@:9]1([C:14](=[O:16])[NH:36][S:33]([C:30]2([CH3:29])[CH2:32][CH2:31]2)(=[O:35])=[O:34])[CH2:11][C@H:10]1[CH:12]=[CH2:13])([CH3:2])([CH3:3])[CH3:4], predict the reactants needed to synthesize it. The reactants are: [C:1]([O:5][C:6]([NH:8][C@:9]1([C:14]([OH:16])=O)[CH2:11][C@H:10]1[CH:12]=[CH2:13])=[O:7])([CH3:4])([CH3:3])[CH3:2].C1N=CN(C(N2C=NC=C2)=O)C=1.[CH3:29][C:30]1([S:33]([NH2:36])(=[O:35])=[O:34])[CH2:32][CH2:31]1.C1CCN2C(=NCCC2)CC1. (6) Given the product [F:1][C:2]1[CH:7]=[C:6]([C:34]2[C:39]([CH3:40])=[CH:38][N:37]=[C:36]([O:41][CH3:42])[C:35]=2[CH3:43])[C:5]([F:17])=[CH:4][C:3]=1[C:18]1[N:22]([C@H:23]2[CH2:27][CH2:26][O:25][CH2:24]2)[N:21]=[CH:20][C:19]=1[C:28]([O:30][CH2:31][CH3:32])=[O:29], predict the reactants needed to synthesize it. The reactants are: [F:1][C:2]1[CH:7]=[C:6](B2OC(C)(C)C(C)(C)O2)[C:5]([F:17])=[CH:4][C:3]=1[C:18]1[N:22]([C@H:23]2[CH2:27][CH2:26][O:25][CH2:24]2)[N:21]=[CH:20][C:19]=1[C:28]([O:30][CH2:31][CH3:32])=[O:29].I[C:34]1[C:39]([CH3:40])=[CH:38][N:37]=[C:36]([O:41][CH3:42])[C:35]=1[CH3:43].C(=O)([O-])[O-].[Cs+].[Cs+].O1CCOCC1. (7) Given the product [CH3:1][C:2]1[CH:3]=[CH:4][C:5]([C:21]([NH:23][C:24]2[CH:25]=[C:26]([C:36]([F:38])([F:39])[F:37])[CH:27]=[C:28]([N:30]3[CH:34]=[N:33][C:32]([CH3:35])=[CH:31]3)[CH:29]=2)=[O:22])=[CH:6][C:7]=1[NH:8][C:9]1[N:10]=[CH:11][CH:12]=[C:13]([C:15]2[CH:16]=[CH:17][CH:18]=[N:19][CH:20]=2)[N:14]=1.[C:40]12([CH2:50][S:51]([O-:54])(=[O:52])=[O:53])[C:47]([CH3:49])([CH3:48])[CH:44]([CH2:45][CH2:46]1)[CH2:43][C:41]2=[O:42], predict the reactants needed to synthesize it. The reactants are: [CH3:1][C:2]1[CH:3]=[CH:4][C:5]([C:21]([NH:23][C:24]2[CH:25]=[C:26]([C:36]([F:39])([F:38])[F:37])[CH:27]=[C:28]([N:30]3[CH:34]=[N:33][C:32]([CH3:35])=[CH:31]3)[CH:29]=2)=[O:22])=[CH:6][C:7]=1[NH:8][C:9]1[N:10]=[CH:11][CH:12]=[C:13]([C:15]2[CH:16]=[CH:17][CH:18]=[N:19][CH:20]=2)[N:14]=1.[C@:40]12([CH2:50][S:51]([OH:54])(=[O:53])=[O:52])[C:47]([CH3:49])([CH3:48])[CH:44]([CH2:45][CH2:46]1)[CH2:43][C:41]2=[O:42]. (8) Given the product [CH3:33][O:34][C:35]1[CH:40]=[CH:39][CH:38]=[CH:37][C:36]=1[NH:41][C:42]([N:14]1[CH2:15][CH2:16][CH2:17][CH:12]([C:6]2([CH2:18][C:19]3[CH:24]=[CH:23][CH:22]=[C:21]([Cl:25])[CH:20]=3)[C:5]3[C:9](=[CH:10][C:2]([Cl:1])=[CH:3][CH:4]=3)[NH:8][C:7]2=[O:11])[CH2:13]1)=[O:43], predict the reactants needed to synthesize it. The reactants are: [Cl:1][C:2]1[CH:10]=[C:9]2[C:5]([C:6]([CH2:18][C:19]3[CH:24]=[CH:23][CH:22]=[C:21]([Cl:25])[CH:20]=3)([CH:12]3[CH2:17][CH2:16][CH2:15][NH:14][CH2:13]3)[C:7](=[O:11])[NH:8]2)=[CH:4][CH:3]=1.C(N(CC)CC)C.[CH3:33][O:34][C:35]1[CH:40]=[CH:39][CH:38]=[CH:37][C:36]=1[N:41]=[C:42]=[O:43]. (9) Given the product [F:1][C:2]1[CH:7]=[C:6]([C:8]2[CH:9]=[C:10]3[C:16]([C:17]4[CH:18]=[N:19][N:20]([CH2:22][C:23]5[CH:28]=[CH:27][CH:26]=[C:25]([F:29])[CH:24]=5)[CH:21]=4)=[CH:15][NH:14][C:11]3=[N:12][CH:13]=2)[CH:5]=[CH:4][C:3]=1[N:30]1[CH2:35][CH2:34][NH:33][CH2:32][CH2:31]1, predict the reactants needed to synthesize it. The reactants are: [F:1][C:2]1[CH:7]=[C:6]([C:8]2[CH:9]=[C:10]3[C:16]([C:17]4[CH:18]=[N:19][N:20]([CH2:22][C:23]5[CH:28]=[CH:27][CH:26]=[C:25]([F:29])[CH:24]=5)[CH:21]=4)=[CH:15][NH:14][C:11]3=[N:12][CH:13]=2)[CH:5]=[CH:4][C:3]=1[N:30]1[CH2:35][CH2:34][N:33](C(OC(C)(C)C)=O)[CH2:32][CH2:31]1.